This data is from Full USPTO retrosynthesis dataset with 1.9M reactions from patents (1976-2016). The task is: Predict the reactants needed to synthesize the given product. (1) Given the product [CH2:9]([O:11][C:12](=[O:21])[CH:13]([C:14]1[CH:15]=[N:16][CH:17]=[CH:18][CH:19]=1)[O:2][C:3]1[CH:4]=[N:5][CH:6]=[CH:7][CH:8]=1)[CH3:10], predict the reactants needed to synthesize it. The reactants are: [Na].[OH:2][C:3]1[CH:4]=[N:5][CH:6]=[CH:7][CH:8]=1.[CH2:9]([O:11][C:12](=[O:21])[CH:13](Br)[C:14]1[CH:15]=[N:16][CH:17]=[CH:18][CH:19]=1)[CH3:10]. (2) Given the product [ClH:22].[Cl:27][C:24]1[CH:25]=[CH:26][C:11]([NH:10][C:8]([CH:5]2[CH2:6][CH2:7][CH:2]([N:1]3[CH2:38][CH2:37][CH2:36][CH2:35]3)[CH2:3][CH2:4]2)=[O:9])=[C:12]([CH:23]=1)[C:13]([NH:15][C:16]1[CH:21]=[CH:20][C:19]([Cl:22])=[CH:18][N:17]=1)=[O:14], predict the reactants needed to synthesize it. The reactants are: [NH2:1][CH:2]1[CH2:7][CH2:6][CH:5]([C:8]([NH:10][C:11]2[CH:26]=[CH:25][C:24]([Cl:27])=[CH:23][C:12]=2[C:13]([NH:15][C:16]2[CH:21]=[CH:20][C:19]([Cl:22])=[CH:18][N:17]=2)=[O:14])=[O:9])[CH2:4][CH2:3]1.C(=O)([O-])[O-].[K+].[K+].Br[CH2:35][CH2:36][CH2:37][CH2:38]Br. (3) Given the product [O:1]1[C:5]2[CH:6]=[CH:7][C:8]([C:10]3([C:13]([NH:15][C:16]4[CH:17]=[C:18]5[C:22](=[CH:23][CH:24]=4)[N:21]([CH2:29][CH:30]([OH:40])[CH2:31][O:32][CH3:33])[C:20]([C:25]([CH3:28])([CH3:27])[CH3:26])=[CH:19]5)=[O:14])[CH2:12][CH2:11]3)=[CH:9][C:4]=2[O:3][CH2:2]1, predict the reactants needed to synthesize it. The reactants are: [O:1]1[C:5]2[CH:6]=[CH:7][C:8]([C:10]3([C:13]([NH:15][C:16]4[CH:17]=[C:18]5[C:22](=[CH:23][CH:24]=4)[NH:21][C:20]([C:25]([CH3:28])([CH3:27])[CH3:26])=[CH:19]5)=[O:14])[CH2:12][CH2:11]3)=[CH:9][C:4]=2[O:3][CH2:2]1.[CH2:29]1[CH2:33][O:32][CH2:31][CH2:30]1.[H-].[Na+].C(C1[O:40]C1)Cl. (4) Given the product [CH3:12][C:13]1[CH:18]=[CH:17][C:16]([CH2:19][N:2]2[CH2:3][C:4]3[C:9](=[CH:8][CH:7]=[CH:6][CH:5]=3)[C:1]2=[O:10])=[CH:15][CH:14]=1, predict the reactants needed to synthesize it. The reactants are: [C:1]1(=[O:10])[C:9]2[C:4](=[CH:5][CH:6]=[CH:7][CH:8]=2)[CH2:3][NH:2]1.Br[CH2:12][C:13]1[CH:18]=[CH:17][C:16]([CH3:19])=[CH:15][CH:14]=1.C([O-])([O-])=O.[Cs+].[Cs+].C1OCCOCCOCCOCCOCCOC1.